Dataset: Forward reaction prediction with 1.9M reactions from USPTO patents (1976-2016). Task: Predict the product of the given reaction. Given the reactants [CH2:1]([O:8][CH2:9][CH:10]1[CH2:15][CH2:14][C:13]([N:22]([CH3:24])[CH3:23])([C:16]2[CH:21]=[CH:20][CH:19]=[CH:18][CH:17]=2)[CH2:12][CH2:11]1)[C:2]1[CH:7]=[CH:6][CH:5]=[CH:4][CH:3]=1.[ClH:25], predict the reaction product. The product is: [ClH:25].[CH2:1]([O:8][CH2:9][CH:10]1[CH2:11][CH2:12][C:13]([N:22]([CH3:24])[CH3:23])([C:16]2[CH:21]=[CH:20][CH:19]=[CH:18][CH:17]=2)[CH2:14][CH2:15]1)[C:2]1[CH:3]=[CH:4][CH:5]=[CH:6][CH:7]=1.